Task: Predict which catalyst facilitates the given reaction.. Dataset: Catalyst prediction with 721,799 reactions and 888 catalyst types from USPTO (1) Product: [Cl:19][C:18]1[C:13]([O:1][C:2]2[CH:3]=[C:4]([CH:9]=[CH:10][CH:11]=2)[C:5]([O:7][CH3:8])=[O:6])=[N:14][CH:15]=[C:16]([N+:20]([O-:22])=[O:21])[CH:17]=1. Reactant: [OH:1][C:2]1[CH:3]=[C:4]([CH:9]=[CH:10][CH:11]=1)[C:5]([O:7][CH3:8])=[O:6].Cl[C:13]1[C:18]([Cl:19])=[CH:17][C:16]([N+:20]([O-:22])=[O:21])=[CH:15][N:14]=1.[H-].[Na+]. The catalyst class is: 7. (2) Reactant: [Mg].BrCCBr.[CH3:6][O:7][C:8]1[CH:13]=[CH:12][C:11](Br)=[CH:10][C:9]=1[CH2:15][C:16]1[S:17][C:18]2[CH:24]=[CH:23][CH:22]=[CH:21][C:19]=2[CH:20]=1.[CH2:25]([O:32][C@@H:33]1[C@@H:39]([O:40][CH2:41][C:42]2[CH:47]=[CH:46][CH:45]=[CH:44][CH:43]=2)[C@H:38]([O:48][CH2:49][C:50]2[CH:55]=[CH:54][CH:53]=[CH:52][CH:51]=2)[C@@H:37]([CH2:56][O:57][CH2:58][C:59]2[CH:64]=[CH:63][CH:62]=[CH:61][CH:60]=2)[O:36][C:34]1=O)[C:26]1[CH:31]=[CH:30][CH:29]=[CH:28][CH:27]=1.[Cl-].[NH4+].C([SiH](CC)CC)C.C(=O)([O-])O.[Na+]. Product: [S:17]1[C:18]2[CH:24]=[CH:23][CH:22]=[CH:21][C:19]=2[CH:20]=[C:16]1[CH2:15][C:9]1[CH:10]=[C:11]([C@@H:34]2[O:36][C@H:37]([CH2:56][O:57][CH2:58][C:59]3[CH:60]=[CH:61][CH:62]=[CH:63][CH:64]=3)[C@@H:38]([O:48][CH2:49][C:50]3[CH:51]=[CH:52][CH:53]=[CH:54][CH:55]=3)[C@H:39]([O:40][CH2:41][C:42]3[CH:47]=[CH:46][CH:45]=[CH:44][CH:43]=3)[C@H:33]2[O:32][CH2:25][C:26]2[CH:27]=[CH:28][CH:29]=[CH:30][CH:31]=2)[CH:12]=[CH:13][C:8]=1[O:7][CH3:6]. The catalyst class is: 7.